The task is: Predict the reactants needed to synthesize the given product.. This data is from Full USPTO retrosynthesis dataset with 1.9M reactions from patents (1976-2016). (1) Given the product [CH3:19][O:18][C:13]1[CH:14]=[CH:15][CH:16]=[CH:17][C:12]=1[NH:11][C:9]1[N:10]=[C:3]2[C:2]([C:27]3[CH:28]=[CH:29][C:24]([C:22]([NH:21][CH3:20])=[O:23])=[CH:25][CH:26]=3)=[CH:7][CH:6]=[CH:5][N:4]2[N:8]=1, predict the reactants needed to synthesize it. The reactants are: Br[C:2]1[C:3]2[N:4]([N:8]=[C:9]([NH:11][C:12]3[CH:17]=[CH:16][CH:15]=[CH:14][C:13]=3[O:18][CH3:19])[N:10]=2)[CH:5]=[CH:6][CH:7]=1.[CH3:20][NH:21][C:22]([C:24]1[CH:29]=[CH:28][C:27](B(O)O)=[CH:26][CH:25]=1)=[O:23]. (2) Given the product [OH:83][CH2:82][C:80]1[CH:81]=[C:76]2[C:75]([C:46]3[S:50][C:49]([CH2:51][NH:52][C:53]([C:55]4[C:56](=[O:70])[N:57]([CH2:61][C:62]5[CH:67]=[CH:66][C:65]([F:68])=[C:64]([F:69])[CH:63]=5)[CH:58]=[CH:59][CH:60]=4)=[O:54])=[CH:48][CH:47]=3)=[CH:74][NH:73][C:77]2=[N:78][CH:79]=1, predict the reactants needed to synthesize it. The reactants are: C(C1C=C2C(C3C=C(C=CC=3)CNC(C3C(=O)N(CC4C=CC(F)=C(F)C=4)C=CC=3)=O)=CNC2=NC=1)#N.CC1(C)C(C)(C)OB([C:46]2[S:50][C:49]([CH2:51][NH:52][C:53]([C:55]3[C:56](=[O:70])[N:57]([CH2:61][C:62]4[CH:67]=[CH:66][C:65]([F:68])=[C:64]([F:69])[CH:63]=4)[CH:58]=[CH:59][CH:60]=3)=[O:54])=[CH:48][CH:47]=2)O1.[B].[NH:73]1[C:77]2=[N:78][CH:79]=[C:80]([CH2:82][OH:83])[CH:81]=[C:76]2[CH:75]=[CH:74]1. (3) Given the product [F:16][C:17]1[CH:18]=[C:19]([C@H:24]2[N:25]([C:31]([O:33][C:34]([CH3:37])([CH3:36])[CH3:35])=[O:32])[C:26](=[O:30])[C@H:27]([CH3:11])[CH2:28][CH2:29]2)[CH:20]=[C:21]([F:23])[CH:22]=1, predict the reactants needed to synthesize it. The reactants are: C[Si]([N-][Si](C)(C)C)(C)C.[Na+].[CH2:11]1COCC1.[F:16][C:17]1[CH:18]=[C:19]([C@@H:24]2[CH2:29][CH2:28][CH2:27][C:26](=[O:30])[N:25]2[C:31]([O:33][C:34]([CH3:37])([CH3:36])[CH3:35])=[O:32])[CH:20]=[C:21]([F:23])[CH:22]=1.IC. (4) Given the product [CH3:55][CH:9]1[NH:8][CH2:13][CH2:12][N:11]([C:14]2[C:23]([O:24][CH3:25])=[C:22]3[C:17]([C:18](=[O:53])[C:19]([C:29]([O:31][CH2:32][C:33](=[O:52])[NH:34][CH:35]([P:44]([OH:49])([OH:46])=[O:45])[P:36]([OH:38])([OH:41])=[O:37])=[O:30])=[CH:20][N:21]3[CH:26]3[CH2:28][CH2:27]3)=[CH:16][C:15]=2[F:54])[CH2:10]1, predict the reactants needed to synthesize it. The reactants are: C(OC([N:8]1[CH2:13][CH2:12][N:11]([C:14]2[C:23]([O:24][CH3:25])=[C:22]3[C:17]([C:18](=[O:53])[C:19]([C:29]([O:31][CH2:32][C:33](=[O:52])[NH:34][CH:35]([P:44]([O:49]CC)([O:46]CC)=[O:45])[P:36]([O:41]CC)([O:38]CC)=[O:37])=[O:30])=[CH:20][N:21]3[CH:26]3[CH2:28][CH2:27]3)=[CH:16][C:15]=2[F:54])[CH2:10][CH:9]1[CH3:55])=O)(C)(C)C.C(OC(N1CCC[C@H]2CN(C3C(OC)=C4C(C(=O)C(C(OCC(=O)NC(P(OCC)(OCC)=O)P(OCC)(OCC)=O)=O)=CN4C4CC4)=CC=3F)C[C@@H]12)=O)(C)(C)C. (5) Given the product [N:13]1[CH:14]=[CH:15][CH:16]=[CH:17][C:12]=1[N:9]1[C:5]2=[N:6][CH:7]=[N:8][C:3]([NH:1]/[N:2]=[CH:18]/[C:20]3[CH:21]=[CH:22][C:23]([NH:26][C:27](=[O:33])[O:28][C:29]([CH3:31])([CH3:30])[CH3:32])=[N:24][CH:25]=3)=[C:4]2[CH:11]=[N:10]1, predict the reactants needed to synthesize it. The reactants are: [NH:1]([C:3]1[N:8]=[CH:7][N:6]=[C:5]2[N:9]([C:12]3[CH:17]=[CH:16][CH:15]=[CH:14][N:13]=3)[N:10]=[CH:11][C:4]=12)[NH2:2].[CH:18]([C:20]1[CH:21]=[CH:22][C:23]([NH:26][C:27](=[O:33])[O:28][C:29]([CH3:32])([CH3:31])[CH3:30])=[N:24][CH:25]=1)=O.COC1N=C(N2C3=NC=NC(NN=CC4C=CN=CC=4)=C3C=N2)C=CC=1. (6) Given the product [C:10]([O:9][C:3](=[O:8])[CH2:4][C:5](=[O:6])[CH2:7][C:21](=[O:22])[C:20]([F:30])([F:29])[F:19])([CH3:13])([CH3:12])[CH3:11], predict the reactants needed to synthesize it. The reactants are: [H-].[Na+].[C:3]([O:9][C:10]([CH3:13])([CH3:12])[CH3:11])(=[O:8])[CH2:4][C:5]([CH3:7])=[O:6].[Li]CCCC.[F:19][C:20]([F:30])([F:29])[C:21](OCC(F)(F)F)=[O:22]. (7) Given the product [CH2:26]([N:10]1[C:9]2[N:8]=[C:7]([CH2:6][C:5]3[CH:4]=[CH:3][C:2]([NH:1][S:42]([C:35]4[CH:36]=[C:37]([O:40][CH3:41])[CH:38]=[CH:39][C:34]=4[O:33][CH3:32])(=[O:44])=[O:43])=[CH:31][CH:30]=3)[NH:15][C:14]=2[C:13](=[O:16])[N:12]([CH2:17][C:18]2[CH:23]=[CH:22][CH:21]=[CH:20][C:19]=2[F:24])[C:11]1=[O:25])[CH2:27][CH2:28][CH3:29], predict the reactants needed to synthesize it. The reactants are: [NH2:1][C:2]1[CH:31]=[CH:30][C:5]([CH2:6][C:7]2[NH:15][C:14]3[C:13](=[O:16])[N:12]([CH2:17][C:18]4[CH:23]=[CH:22][CH:21]=[CH:20][C:19]=4[F:24])[C:11](=[O:25])[N:10]([CH2:26][CH2:27][CH2:28][CH3:29])[C:9]=3[N:8]=2)=[CH:4][CH:3]=1.[CH3:32][O:33][C:34]1[CH:39]=[CH:38][C:37]([O:40][CH3:41])=[CH:36][C:35]=1[S:42](Cl)(=[O:44])=[O:43]. (8) Given the product [C:1]([S:30][CH2:31][CH2:32][CH2:33][CH2:34][CH2:35][CH2:36][CH2:37][CH2:38][CH2:39][CH2:40][C:41]([OH:43])=[O:42])([C:14]1[CH:19]=[CH:18][CH:17]=[CH:16][CH:15]=1)([C:8]1[CH:13]=[CH:12][CH:11]=[CH:10][CH:9]=1)[C:2]1[CH:7]=[CH:6][CH:5]=[CH:4][CH:3]=1, predict the reactants needed to synthesize it. The reactants are: [C:1](Cl)([C:14]1[CH:19]=[CH:18][CH:17]=[CH:16][CH:15]=1)([C:8]1[CH:13]=[CH:12][CH:11]=[CH:10][CH:9]=1)[C:2]1[CH:7]=[CH:6][CH:5]=[CH:4][CH:3]=1.C(N(C(C)C)CC)(C)C.[SH:30][CH2:31][CH2:32][CH2:33][CH2:34][CH2:35][CH2:36][CH2:37][CH2:38][CH2:39][CH2:40][C:41]([OH:43])=[O:42].